This data is from Catalyst prediction with 721,799 reactions and 888 catalyst types from USPTO. The task is: Predict which catalyst facilitates the given reaction. (1) Reactant: Br[C:2]1[CH:3]=[C:4]([N:8]2[CH:13]=[CH:12][C:11](=[O:14])[C:10]([C:15]3[N:16]([C:20]4[C:29]5[C:24](=[CH:25][CH:26]=[CH:27][CH:28]=5)[CH:23]=[CH:22][CH:21]=4)[N:17]=[CH:18][CH:19]=3)=[N:9]2)[CH:5]=[CH:6][CH:7]=1.[F:30][CH2:31][CH2:32][OH:33].CCN(CC)CC.[C]=O.C[CH2:44][O:45]C(C)=O. Product: [F:30][CH2:31][CH2:32][O:33][C:44](=[O:45])[C:2]1[CH:7]=[CH:6][CH:5]=[C:4]([N:8]2[CH:13]=[CH:12][C:11](=[O:14])[C:10]([C:15]3[N:16]([C:20]4[C:21]5[C:26](=[CH:25][CH:24]=[CH:23][CH:22]=5)[CH:27]=[CH:28][CH:29]=4)[N:17]=[CH:18][CH:19]=3)=[N:9]2)[CH:3]=1. The catalyst class is: 140. (2) Product: [CH3:23][S:24]([O:27][CH:28]([CH2:38][CH2:39][CH:40]=[O:41])[CH2:29][O:30][CH2:31][C:32]1[CH:33]=[CH:34][CH:35]=[CH:36][CH:37]=1)(=[O:26])=[O:25]. Reactant: CC(OI1(OC(C)=O)(OC(C)=O)OC(=O)C2C1=CC=CC=2)=O.[CH3:23][S:24]([O:27][CH:28]([CH2:38][CH2:39][CH2:40][OH:41])[CH2:29][O:30][CH2:31][C:32]1[CH:37]=[CH:36][CH:35]=[CH:34][CH:33]=1)(=[O:26])=[O:25].C(OCC)(=O)C.C(=O)([O-])O.[Na+]. The catalyst class is: 4. (3) Product: [Cl:11][C:12]1[CH:17]=[C:16]([O:10][CH2:9][C:3]2[C:2]([F:1])=[CH:7][C:6]([F:8])=[CH:5][N:4]=2)[CH:15]=[CH:14][N:13]=1. The catalyst class is: 432. Reactant: [F:1][C:2]1[C:3]([CH2:9][OH:10])=[N:4][CH:5]=[C:6]([F:8])[CH:7]=1.[Cl:11][C:12]1[CH:17]=[C:16](I)[CH:15]=[CH:14][N:13]=1.C(=O)([O-])[O-].[Cs+].[Cs+].N1C2C(=CC=C3C=2N=CC=C3)C=CC=1. (4) Reactant: [I-].[CH2:2]([N+:4]([CH2:13][CH3:14])([CH2:6][CH2:7][C:8](=[O:12])[C:9]([CH3:11])=[CH2:10])[CH3:5])[CH3:3].[N-:15]([S:23]([C:26]([F:29])([F:28])[F:27])(=[O:25])=[O:24])[S:16]([C:19]([F:22])([F:21])[F:20])(=[O:18])=[O:17].[Li+]. Product: [N-:15]([S:16]([C:19]([F:22])([F:20])[F:21])(=[O:18])=[O:17])[S:23]([C:26]([F:29])([F:28])[F:27])(=[O:25])=[O:24].[CH2:13]([N+:4]([CH2:2][CH3:3])([CH2:6][CH2:7][C:8](=[O:12])[C:9]([CH3:11])=[CH2:10])[CH3:5])[CH3:14]. The catalyst class is: 6. (5) Reactant: [Cl:1][C:2]1[C:7]([OH:8])=[C:6]([F:9])[C:5]([CH3:10])=[CH:4][CH:3]=1.[F-].[Cs+].O([C:21]1[CH:26]=[CH:25][CH:24]=[CH:23][C:22]=1[Si](C)(C)C)S(C(F)(F)F)(=O)=O. Product: [Cl:1][C:2]1[CH:3]=[CH:4][C:5]([CH3:10])=[C:6]([F:9])[C:7]=1[O:8][C:21]1[CH:26]=[CH:25][CH:24]=[CH:23][CH:22]=1. The catalyst class is: 10. (6) Reactant: ClCCl.[C:4]([N:8]1[CH2:13][CH2:12][C:11](=O)[CH2:10][CH2:9]1)([CH3:7])([CH3:6])[CH3:5].[CH2:15]([NH2:22])[C:16]1[CH:21]=[CH:20][CH:19]=[CH:18][CH:17]=1.C(O[BH-](OC(=O)C)OC(=O)C)(=O)C.[Na+]. Product: [CH2:15]([NH:22][CH:11]1[CH2:12][CH2:13][N:8]([C:4]([CH3:7])([CH3:6])[CH3:5])[CH2:9][CH2:10]1)[C:16]1[CH:21]=[CH:20][CH:19]=[CH:18][CH:17]=1. The catalyst class is: 15. (7) Reactant: Cl[C:2]1[C:11]2[C:6](=[CH:7][C:8]([S:12]([NH:15][C:16]3[CH:20]=[CH:19][O:18][N:17]=3)(=[O:14])=[O:13])=[CH:9][CH:10]=2)[CH:5]=[CH:4][N:3]=1.Cl[C:22]1[CH:27]=[CH:26][C:25](B(O)O)=[C:24]([O:31][CH3:32])[CH:23]=1.C(=O)([O-])[O-].[K+].[K+].[F:39][C:40]([F:51])([F:50])[C:41]1[CH:42]=[C:43](B(O)O)[CH:44]=[CH:45][CH:46]=1.COC1C=CC=C(OC)C=1C1C=CC=CC=1P(C1CCCCC1)C1CCCCC1.P([O-])([O-])([O-])=O.[K+].[K+].[K+]. Product: [O:18]1[CH:19]=[CH:20][C:16]([NH:15][S:12]([C:8]2[CH:7]=[C:6]3[C:11](=[CH:10][CH:9]=2)[C:2]([C:25]2[CH:26]=[CH:27][C:22]([C:45]4[CH:44]=[CH:43][CH:42]=[C:41]([C:40]([F:51])([F:50])[F:39])[CH:46]=4)=[CH:23][C:24]=2[O:31][CH3:32])=[N:3][CH:4]=[CH:5]3)(=[O:14])=[O:13])=[N:17]1. The catalyst class is: 518. (8) Reactant: [C:1]([N:4]([C:8]1[C:17]2[C:12](=[CH:13][CH:14]=[CH:15][C:16]=2[O:18][CH:19]2[CH2:24][CH2:23][CH2:22][CH2:21][CH2:20]2)[N:11]=[C:10]([CH3:25])[C:9]=1[C:26]([O:28][CH2:29][CH3:30])=[O:27])[C:5](=[O:7])[CH3:6])(=[O:3])[CH3:2].C1C=C(Cl)C=C(C(OO)=[O:39])C=1. Product: [C:1]([N:4]([C:8]1[C:17]2[C:12](=[CH:13][CH:14]=[CH:15][C:16]=2[O:18][CH:19]2[CH2:20][CH2:21][CH2:22][CH2:23][CH2:24]2)[N+:11]([O-:39])=[C:10]([CH3:25])[C:9]=1[C:26]([O:28][CH2:29][CH3:30])=[O:27])[C:5](=[O:7])[CH3:6])(=[O:3])[CH3:2]. The catalyst class is: 26.